This data is from Catalyst prediction with 721,799 reactions and 888 catalyst types from USPTO. The task is: Predict which catalyst facilitates the given reaction. (1) Reactant: [F:1][C:2]1[C:7]([NH:8][CH2:9][C:10]2[CH:15]=[C:14]([C:16]3[CH:21]=[CH:20][CH:19]=[C:18]([F:22])[CH:17]=3)[CH:13]=[C:12]([CH3:23])[C:11]=2[O:24][CH3:25])=[C:6]([F:26])[CH:5]=[CH:4][C:3]=1[OH:27].C([O-])([O-])=O.[Cs+].[Cs+].Br[CH2:35][C:36]([O:38][CH2:39][CH3:40])=[O:37]. Product: [F:1][C:2]1[C:7]([NH:8][CH2:9][C:10]2[CH:15]=[C:14]([C:16]3[CH:21]=[CH:20][CH:19]=[C:18]([F:22])[CH:17]=3)[CH:13]=[C:12]([CH3:23])[C:11]=2[O:24][CH3:25])=[C:6]([F:26])[CH:5]=[CH:4][C:3]=1[O:27][CH2:35][C:36]([O:38][CH2:39][CH3:40])=[O:37]. The catalyst class is: 95. (2) Reactant: [OH-:1].[Na+].C([O:5][C:6]([C:8]1[CH:9]=[N:10][N:11]2[CH:16]=[C:15]([C:17]#[N:18])[CH:14]=[N:13][C:12]=12)=[O:7])C.Cl. The catalyst class is: 8. Product: [C:17]([C:15]1[CH:14]=[N:13][C:12]2[N:11]([N:10]=[CH:9][C:8]=2[C:6]([OH:5])=[O:7])[CH:16]=1)(=[O:1])[NH2:18]. (3) Reactant: C([O:3][C:4](=[O:20])[CH2:5][N:6]1[CH2:11][CH2:10][CH:9]([C:12]([C:14]2[CH:19]=[CH:18][CH:17]=[CH:16][N:15]=2)=[O:13])[CH2:8][CH2:7]1)C.C(O)C.[OH-].[Na+].Cl. Product: [N:15]1[CH:16]=[CH:17][CH:18]=[CH:19][C:14]=1[C:12]([CH:9]1[CH2:8][CH2:7][N:6]([CH2:5][C:4]([OH:20])=[O:3])[CH2:11][CH2:10]1)=[O:13]. The catalyst class is: 6. (4) Reactant: C([O:3][C:4](=[O:22])[CH2:5][CH2:6][C@H:7]1[CH2:12][CH2:11][C:10]([F:14])([F:13])[CH2:9][N:8]1[C:15]([O:17][C:18]([CH3:21])([CH3:20])[CH3:19])=[O:16])C.O[Li].O. Product: [C:18]([O:17][C:15]([N:8]1[CH2:9][C:10]([F:13])([F:14])[CH2:11][CH2:12][C@@H:7]1[CH2:6][CH2:5][C:4]([OH:22])=[O:3])=[O:16])([CH3:21])([CH3:19])[CH3:20]. The catalyst class is: 8.